This data is from Full USPTO retrosynthesis dataset with 1.9M reactions from patents (1976-2016). The task is: Predict the reactants needed to synthesize the given product. (1) Given the product [Cl:29][C:19]1[CH:20]=[C:21]([C:22]2[CH:27]=[CH:26][CH:25]=[CH:24][C:23]=2[F:28])[C:15]2[O:14][CH:13]([CH2:12][NH:31][CH3:30])[CH2:17][C:16]=2[CH:18]=1, predict the reactants needed to synthesize it. The reactants are: CC1C=CC(S(O[CH2:12][CH:13]2[CH2:17][C:16]3[CH:18]=[C:19]([Cl:29])[CH:20]=[C:21]([C:22]4[CH:27]=[CH:26][CH:25]=[CH:24][C:23]=4[F:28])[C:15]=3[O:14]2)(=O)=O)=CC=1.[CH3:30][NH2:31]. (2) Given the product [I:12][C:9]1[CH:10]=[C:11]2[C:6](=[CH:7][CH:8]=1)[N:5]=[CH:4][N:3]=[C:2]2[N:16]1[C:17]2[CH:22]=[CH:21][CH:20]=[CH:19][C:18]=2[O:13][CH2:14][CH2:15]1, predict the reactants needed to synthesize it. The reactants are: Cl[C:2]1[C:11]2[C:6](=[CH:7][CH:8]=[C:9]([I:12])[CH:10]=2)[N:5]=[CH:4][N:3]=1.[O:13]1[C:18]2[CH:19]=[CH:20][CH:21]=[CH:22][C:17]=2[NH:16][CH2:15][CH2:14]1.C(N(CC)CC)C.N1C2C(=CC=CC=2)C=NC=1.